From a dataset of Full USPTO retrosynthesis dataset with 1.9M reactions from patents (1976-2016). Predict the reactants needed to synthesize the given product. Given the product [CH2:8]([C@H:11]1[CH2:15][N:14]([C:40](=[O:41])[CH2:39][N:38]([CH2:31][C:32]2[CH:37]=[CH:36][CH:35]=[CH:34][CH:33]=2)[C:43]([O:45][C:46]([CH3:49])([CH3:47])[CH3:48])=[O:44])[CH2:13][C@@:12]1([N:28]=[N+:29]=[N-:30])[C:16]([O:18][CH2:19][C:20](=[O:27])[C:21]1[CH:26]=[CH:25][CH:24]=[CH:23][CH:22]=1)=[O:17])[CH:9]=[CH2:10], predict the reactants needed to synthesize it. The reactants are: FC(F)(F)C(O)=O.[CH2:8]([C@H:11]1[CH2:15][NH:14][CH2:13][C@@:12]1([N:28]=[N+:29]=[N-:30])[C:16]([O:18][CH2:19][C:20](=[O:27])[C:21]1[CH:26]=[CH:25][CH:24]=[CH:23][CH:22]=1)=[O:17])[CH:9]=[CH2:10].[CH2:31]([N:38]([C:43]([O:45][C:46]([CH3:49])([CH3:48])[CH3:47])=[O:44])[CH2:39][C:40](O)=[O:41])[C:32]1[CH:37]=[CH:36][CH:35]=[CH:34][CH:33]=1.CCN(CC)CC.F[P-](F)(F)(F)(F)F.C[N+](C)=C(N(C)C)ON1C2N=CC=CC=2N=N1.